Dataset: NCI-60 drug combinations with 297,098 pairs across 59 cell lines. Task: Regression. Given two drug SMILES strings and cell line genomic features, predict the synergy score measuring deviation from expected non-interaction effect. (1) Drug 1: CN(CC1=CN=C2C(=N1)C(=NC(=N2)N)N)C3=CC=C(C=C3)C(=O)NC(CCC(=O)O)C(=O)O. Drug 2: CC(C)NC(=O)C1=CC=C(C=C1)CNNC.Cl. Cell line: SNB-19. Synergy scores: CSS=48.1, Synergy_ZIP=1.38, Synergy_Bliss=2.09, Synergy_Loewe=-60.5, Synergy_HSA=0.0387. (2) Drug 1: C1=CC(=CC=C1CC(C(=O)O)N)N(CCCl)CCCl.Cl. Drug 2: N.N.Cl[Pt+2]Cl. Cell line: NCI/ADR-RES. Synergy scores: CSS=5.93, Synergy_ZIP=-0.676, Synergy_Bliss=3.42, Synergy_Loewe=-3.75, Synergy_HSA=0.531.